From a dataset of Retrosynthesis with 50K atom-mapped reactions and 10 reaction types from USPTO. Predict the reactants needed to synthesize the given product. (1) Given the product COc1ccc(C)cc1-c1ccc(S(=O)(=O)c2ccccc2)c(F)c1, predict the reactants needed to synthesize it. The reactants are: COc1ccc(C)cc1B(O)O.O=S(=O)(c1ccccc1)c1ccc(Br)cc1F. (2) Given the product CSc1c(Cl)nc(Cl)nc1N1CCOCC1, predict the reactants needed to synthesize it. The reactants are: C1COCCN1.CSc1c(Cl)nc(Cl)nc1Cl. (3) Given the product CN1CCCn2c1cc(OCc1ccc(Oc3ccc(Cl)c(Cl)c3)cc1)nc2=O, predict the reactants needed to synthesize it. The reactants are: CN1CCCn2c1cc(Cl)nc2=O.OCc1ccc(Oc2ccc(Cl)c(Cl)c2)cc1. (4) The reactants are: COC(=O)[C@@H]1CN(c2ccc(=O)[nH]n2)C[C@H]1c1ccc(Cl)cc1. Given the product O=C(O)[C@@H]1CN(c2ccc(=O)[nH]n2)C[C@H]1c1ccc(Cl)cc1, predict the reactants needed to synthesize it. (5) Given the product COc1cc2c(C(=O)N3CCCC3)cnc(CNC(=O)OC(C)(C)C)c2cc1OC, predict the reactants needed to synthesize it. The reactants are: C1CCNC1.COc1cc2c(C(=O)O)cnc(CNC(=O)OC(C)(C)C)c2cc1OC. (6) The reactants are: CSSC(C)(C)CCC(=O)O.OCc1cc(OCCN2CCNCC2)cc(CO)n1. Given the product CSSC(C)(C)CCC(=O)N1CCN(CCOc2cc(CO)nc(CO)c2)CC1, predict the reactants needed to synthesize it. (7) The reactants are: COC(=O)c1cc2cc(Oc3ccc(S(C)(=O)=O)cn3)cc(O)c2[nH]1.COCC(O)COC. Given the product COCC(COC)Oc1cc(Oc2ccc(S(C)(=O)=O)cn2)cc2cc(C(=O)OC)[nH]c12, predict the reactants needed to synthesize it. (8) Given the product Cc1cccc(C)c1NC(=O)Nc1cc2ccccc2cc1C(=O)N(CC(=O)O)Cc1ccccn1, predict the reactants needed to synthesize it. The reactants are: CCOC(=O)CN(Cc1ccccn1)C(=O)c1cc2ccccc2cc1NC(=O)Nc1c(C)cccc1C. (9) The reactants are: COC(=O)c1cc2nc(-c3ccccc3)nn2cc1C. Given the product Cc1cn2nc(-c3ccccc3)nc2cc1C(=O)O, predict the reactants needed to synthesize it. (10) Given the product COC(=O)N[C@H](C(=O)O)C1C[C@@H](C)O[C@H](C)C1, predict the reactants needed to synthesize it. The reactants are: CCOC(=O)[C@@H](NC(=O)OC)C1C[C@@H](C)O[C@H](C)C1.